This data is from Catalyst prediction with 721,799 reactions and 888 catalyst types from USPTO. The task is: Predict which catalyst facilitates the given reaction. (1) Reactant: [CH2:1]([O:8][C:9]([N:11]1[CH2:16][CH2:15][CH:14]([C:17]2[S:18][CH:19]=[C:20]([C:22](O)=[O:23])[CH:21]=2)[CH2:13][CH2:12]1)=[O:10])[C:2]1[CH:7]=[CH:6][CH:5]=[CH:4][CH:3]=1.CCN(C(C)C)C(C)C.CN(C(ON1N=NC2C=CC=NC1=2)=[N+](C)C)C.F[P-](F)(F)(F)(F)F.[NH:58]1[CH2:64][CH2:63][CH2:62][CH2:61][CH2:60][CH2:59]1. Product: [CH2:1]([O:8][C:9]([N:11]1[CH2:12][CH2:13][CH:14]([C:17]2[S:18][CH:19]=[C:20]([C:22]([N:58]3[CH2:64][CH2:63][CH2:62][CH2:61][CH2:60][CH2:59]3)=[O:23])[CH:21]=2)[CH2:15][CH2:16]1)=[O:10])[C:2]1[CH:7]=[CH:6][CH:5]=[CH:4][CH:3]=1. The catalyst class is: 3. (2) Reactant: [Br:1][C:2]1[CH:3]=[CH:4][C:5](=[O:22])[N:6]([CH2:10][CH2:11][C:12]2[CH:21]=[CH:20][C:15]([C:16]([O:18][CH3:19])=[O:17])=[CH:14][CH:13]=2)[C:7]=1[CH2:8]Br.[CH3:23][C:24]1[CH:32]=[C:31]2[C:27]([CH2:28][CH2:29][NH:30]2)=[CH:26][CH:25]=1.C(OCC)(=O)C.O. Product: [Br:1][C:2]1[CH:3]=[CH:4][C:5](=[O:22])[N:6]([CH2:10][CH2:11][C:12]2[CH:21]=[CH:20][C:15]([C:16]([O:18][CH3:19])=[O:17])=[CH:14][CH:13]=2)[C:7]=1[CH2:8][N:30]1[C:31]2[C:27](=[CH:26][CH:25]=[C:24]([CH3:23])[CH:32]=2)[CH2:28][CH2:29]1. The catalyst class is: 37.